This data is from Catalyst prediction with 721,799 reactions and 888 catalyst types from USPTO. The task is: Predict which catalyst facilitates the given reaction. (1) Reactant: [NH2:1][C:2]1[C:3]2[C:10]([C:11]#[C:12][C:13]3[CH:18]=[C:17]([O:19][CH3:20])[CH:16]=[C:15]([O:21][CH3:22])[CH:14]=3)=[CH:9][N:8]([C@@H:23]3[CH2:27][N:26](C(OC(C)(C)C)=O)[C@H:25]([C:35]([O:37][CH3:38])=[O:36])[CH2:24]3)[C:4]=2[N:5]=[CH:6][N:7]=1.C(O)(C(F)(F)F)=O. Product: [NH2:1][C:2]1[C:3]2[C:10]([C:11]#[C:12][C:13]3[CH:14]=[C:15]([O:21][CH3:22])[CH:16]=[C:17]([O:19][CH3:20])[CH:18]=3)=[CH:9][N:8]([C@@H:23]3[CH2:27][NH:26][C@H:25]([C:35]([O:37][CH3:38])=[O:36])[CH2:24]3)[C:4]=2[N:5]=[CH:6][N:7]=1. The catalyst class is: 2. (2) The catalyst class is: 110. Product: [C:8]([C:6]1[CH:5]=[C:4]([N+:12]([O-:14])=[O:13])[C:3]([O:15][CH3:16])=[C:2]([N:17]2[CH2:21][CH2:20][CH2:19][C:18]2=[O:22])[CH:7]=1)([CH3:11])([CH3:10])[CH3:9]. Reactant: Br[C:2]1[CH:7]=[C:6]([C:8]([CH3:11])([CH3:10])[CH3:9])[CH:5]=[C:4]([N+:12]([O-:14])=[O:13])[C:3]=1[O:15][CH3:16].[NH:17]1[CH2:21][CH2:20][CH2:19][C:18]1=[O:22].C1(P(C2C=CC=CC=2)C2C3OC4C(=CC=CC=4P(C4C=CC=CC=4)C4C=CC=CC=4)C(C)(C)C=3C=CC=2)C=CC=CC=1.C([O-])([O-])=O.[Cs+].[Cs+]. (3) Reactant: [ClH:1].C[O:3][C:4]1[CH:5]=[CH:6][C:7]2[C:11]([C:12](=[O:28])[C:13]3[CH:18]=[CH:17][C:16]([O:19][CH2:20][CH2:21][N:22]4[CH2:27][CH2:26][CH2:25][CH2:24][CH2:23]4)=[CH:15][CH:14]=3)=[C:10]([C:29]3[CH:34]=[CH:33][C:32]([O:35]C)=[CH:31][CH:30]=3)[S:9][C:8]=2[CH:37]=1.B(Cl)(Cl)[Cl:39].C(O)C.CO. Product: [Cl:1][CH2:8][CH2:37][Cl:39].[ClH:39].[OH:3][C:4]1[CH:5]=[CH:6][C:7]2[C:11]([C:12](=[O:28])[C:13]3[CH:14]=[CH:15][C:16]([O:19][CH2:20][CH2:21][N:22]4[CH2:23][CH2:24][CH2:25][CH2:26][CH2:27]4)=[CH:17][CH:18]=3)=[C:10]([C:29]3[CH:30]=[CH:31][C:32]([OH:35])=[CH:33][CH:34]=3)[S:9][C:8]=2[CH:37]=1. The catalyst class is: 26.